From a dataset of NCI-60 drug combinations with 297,098 pairs across 59 cell lines. Regression. Given two drug SMILES strings and cell line genomic features, predict the synergy score measuring deviation from expected non-interaction effect. (1) Cell line: SF-539. Drug 1: CN(C)N=NC1=C(NC=N1)C(=O)N. Synergy scores: CSS=54.7, Synergy_ZIP=-4.69, Synergy_Bliss=-11.4, Synergy_Loewe=-47.2, Synergy_HSA=-10.1. Drug 2: CC=C1C(=O)NC(C(=O)OC2CC(=O)NC(C(=O)NC(CSSCCC=C2)C(=O)N1)C(C)C)C(C)C. (2) Cell line: HOP-92. Drug 1: CC(C1=C(C=CC(=C1Cl)F)Cl)OC2=C(N=CC(=C2)C3=CN(N=C3)C4CCNCC4)N. Drug 2: C1=C(C(=O)NC(=O)N1)F. Synergy scores: CSS=26.0, Synergy_ZIP=-2.50, Synergy_Bliss=-0.0933, Synergy_Loewe=3.41, Synergy_HSA=3.81. (3) Drug 1: C1CC(C1)(C(=O)O)C(=O)O.[NH2-].[NH2-].[Pt+2]. Drug 2: C1C(C(OC1N2C=NC(=NC2=O)N)CO)O. Cell line: HS 578T. Synergy scores: CSS=12.9, Synergy_ZIP=-2.63, Synergy_Bliss=2.75, Synergy_Loewe=5.79, Synergy_HSA=5.12. (4) Drug 1: CC=C1C(=O)NC(C(=O)OC2CC(=O)NC(C(=O)NC(CSSCCC=C2)C(=O)N1)C(C)C)C(C)C. Drug 2: C1=NC2=C(N1)C(=S)N=CN2. Cell line: MOLT-4. Synergy scores: CSS=68.0, Synergy_ZIP=4.49, Synergy_Bliss=-0.164, Synergy_Loewe=4.86, Synergy_HSA=3.41. (5) Drug 1: CN1C2=C(C=C(C=C2)N(CCCl)CCCl)N=C1CCCC(=O)O.Cl. Drug 2: N.N.Cl[Pt+2]Cl. Cell line: UACC-257. Synergy scores: CSS=11.9, Synergy_ZIP=-6.91, Synergy_Bliss=-0.147, Synergy_Loewe=-13.4, Synergy_HSA=-1.10. (6) Drug 1: COC1=C(C=C2C(=C1)N=CN=C2NC3=CC(=C(C=C3)F)Cl)OCCCN4CCOCC4. Drug 2: C#CCC(CC1=CN=C2C(=N1)C(=NC(=N2)N)N)C3=CC=C(C=C3)C(=O)NC(CCC(=O)O)C(=O)O. Cell line: HCC-2998. Synergy scores: CSS=11.1, Synergy_ZIP=-1.37, Synergy_Bliss=-1.50, Synergy_Loewe=-1.88, Synergy_HSA=-2.11. (7) Drug 1: CS(=O)(=O)CCNCC1=CC=C(O1)C2=CC3=C(C=C2)N=CN=C3NC4=CC(=C(C=C4)OCC5=CC(=CC=C5)F)Cl. Drug 2: C(CN)CNCCSP(=O)(O)O. Cell line: UO-31. Synergy scores: CSS=5.88, Synergy_ZIP=0.175, Synergy_Bliss=1.61, Synergy_Loewe=-12.2, Synergy_HSA=-2.87.